The task is: Predict the product of the given reaction.. This data is from Forward reaction prediction with 1.9M reactions from USPTO patents (1976-2016). (1) Given the reactants Cl[C:2]1[N:7]=[C:6]([C:8]2[C:16]3[C:11](=[CH:12][CH:13]=[CH:14][CH:15]=3)[N:10]([S:17]([C:20]3[CH:25]=[CH:24][CH:23]=[CH:22][CH:21]=3)(=[O:19])=[O:18])[CH:9]=2)[C:5]([Cl:26])=[CH:4][N:3]=1.[F:27][CH:28]1[CH2:33][CH:32]([NH2:34])[CH2:31][CH:30]([NH2:35])[CH2:29]1.CCN(C(C)C)C(C)C.[C:45]([O:49][C:50]([NH:52][C:53]1[CH:61]=[CH:60][C:56]([C:57](O)=[O:58])=[CH:55][CH:54]=1)=[O:51])([CH3:48])([CH3:47])[CH3:46].CN(C(ON1N=NC2C=CC=CC1=2)=[N+](C)C)C.F[P-](F)(F)(F)(F)F, predict the reaction product. The product is: [Cl:26][C:5]1[C:6]([C:8]2[C:16]3[C:11](=[CH:12][CH:13]=[CH:14][CH:15]=3)[N:10]([S:17]([C:20]3[CH:21]=[CH:22][CH:23]=[CH:24][CH:25]=3)(=[O:18])=[O:19])[CH:9]=2)=[N:7][C:2]([NH:34][CH:32]2[CH2:33][CH:28]([F:27])[CH2:29][CH:30]([NH:35][C:57]([C:56]3[CH:55]=[CH:54][C:53]([NH:52][C:50](=[O:51])[O:49][C:45]([CH3:47])([CH3:46])[CH3:48])=[CH:61][CH:60]=3)=[O:58])[CH2:31]2)=[N:3][CH:4]=1. (2) Given the reactants [F:1][C:2]1[CH:9]=[C:8]([N+:10]([O-])=O)[C:7]([NH:13][CH3:14])=[CH:6][C:3]=1[C:4]#[N:5].CC(O)=O.C(OCC)(=O)C.C([O-])(O)=O.[Na+], predict the reaction product. The product is: [NH2:10][C:8]1[C:7]([NH:13][CH3:14])=[CH:6][C:3]([C:4]#[N:5])=[C:2]([F:1])[CH:9]=1.